This data is from Full USPTO retrosynthesis dataset with 1.9M reactions from patents (1976-2016). The task is: Predict the reactants needed to synthesize the given product. (1) Given the product [F:12][C:13]1[CH:18]=[CH:17][C:16]([C:19]2[C:24]([C:25]3[CH:26]=[C:27]4[C:31](=[C:32]([C:7]([N:4]([CH3:5])[CH3:3])=[O:8])[CH:33]=3)[NH:30][N:29]=[CH:28]4)=[CH:23][CH:22]=[CH:21][N:20]=2)=[CH:15][C:14]=1[CH3:37], predict the reactants needed to synthesize it. The reactants are: O1C[CH2:5][N:4]([CH:7]=[O:8])[CH2:3]C1.CNC.[F:12][C:13]1[CH:18]=[CH:17][C:16]([C:19]2[C:24]([C:25]3[CH:26]=[C:27]4[C:31](=[C:32](C(O)=O)[CH:33]=3)[NH:30][N:29]=[CH:28]4)=[CH:23][CH:22]=[CH:21][N:20]=2)=[CH:15][C:14]=1[CH3:37].CN(C(ON1N=NC2C=CC=CC1=2)=[N+](C)C)C.F[P-](F)(F)(F)(F)F.CCN(CC)CC. (2) Given the product [CH2:44]([C:41]1[CH:42]=[CH:43][C:38]([N:37]2[C:2]3[CH:1]=[C:9]4[C:8]5[C:7]([S:6][C:5]4=[CH:4][C:3]=3[C:35]3[C:36]2=[CH:52][CH:53]=[CH:54][CH:55]=3)=[CH:13][C:12]2[C:14]3[CH:34]=[CH:33][CH:32]=[CH:31][C:15]=3[N:16]([C:17]3[CH:18]=[CH:19][C:20]([CH2:23][CH2:24][CH2:25][CH2:26][CH2:27][CH2:28][CH2:29][CH3:30])=[CH:21][CH:22]=3)[C:11]=2[CH:10]=5)=[CH:39][CH:40]=1)[CH2:45][CH2:46][CH2:47][CH2:48][CH2:49][CH2:50][CH3:51], predict the reactants needed to synthesize it. The reactants are: [CH:1]1[C:9]2[C:8]3[CH:10]=[CH:11][C:12]([C:14]4[CH:34]=[CH:33][CH:32]=[CH:31][C:15]=4[NH:16][C:17]4[CH:22]=[CH:21][C:20]([CH2:23][CH2:24][CH2:25][CH2:26][CH2:27][CH2:28][CH2:29][CH3:30])=[CH:19][CH:18]=4)=[CH:13][C:7]=3[S:6][C:5]=2[CH:4]=[C:3]([C:35]2[CH:55]=[CH:54][CH:53]=[CH:52][C:36]=2[NH:37][C:38]2[CH:43]=[CH:42][C:41]([CH2:44][CH2:45][CH2:46][CH2:47][CH2:48][CH2:49][CH2:50][CH3:51])=[CH:40][CH:39]=2)[CH:2]=1. (3) Given the product [Cl:14][C:13]1[C:8]2[C@H:7]([CH3:15])[CH2:6][CH:5]([OH:4])[C:9]=2[N:10]=[CH:11][N:12]=1, predict the reactants needed to synthesize it. The reactants are: C([O:4][CH:5]1[C:9]2[N:10]=[CH:11][N:12]=[C:13]([Cl:14])[C:8]=2[C@H:7]([CH3:15])[CH2:6]1)(=O)C.C1COCC1.O.[OH-].[Li+]. (4) Given the product [Br:16][C:13]1[CH:14]=[CH:15][C:10]([CH:8]([CH3:7])[CH:19]=[O:22])=[C:11]([Cl:17])[CH:12]=1, predict the reactants needed to synthesize it. The reactants are: CC(C)([O-])C.[K+].[CH3:7][C:8]([C:10]1[CH:15]=[CH:14][C:13]([Br:16])=[CH:12][C:11]=1[Cl:17])=O.Cl.[C:19]([O-:22])(O)=O.[Na+]. (5) Given the product [Cl:1][C:2]1[CH:3]=[CH:4][C:5]([S:9][CH2:10][C:11]2[N:12]=[CH:13][N:14]([CH2:16][CH2:17][CH3:18])[CH:15]=2)=[C:6]([NH:7][S:28]([C:20]2[O:19][C:23]3[CH:24]=[CH:25][CH:26]=[CH:27][C:22]=3[CH:21]=2)(=[O:29])=[O:30])[CH:8]=1, predict the reactants needed to synthesize it. The reactants are: [Cl:1][C:2]1[CH:3]=[CH:4][C:5]([S:9][CH2:10][C:11]2[N:12]=[CH:13][N:14]([CH2:16][CH2:17][CH3:18])[CH:15]=2)=[C:6]([CH:8]=1)[NH2:7].[O:19]1[C:23]2[CH:24]=[CH:25][CH:26]=[CH:27][C:22]=2[CH:21]=[C:20]1[S:28](Cl)(=[O:30])=[O:29]. (6) Given the product [C:1]([O:4][CH2:5][C@@H:6]1[C@@H:13]2[C@@H:9]([O:10][C:11]([CH3:15])([CH3:14])[O:12]2)[C@H:8]([N:16]2[CH:24]=[N:23][C:22]3[C:17]2=[N:18][CH:19]=[N:20][C:21]=3[CH2:32][C:31]2[CH:34]=[CH:35][C:28]([F:27])=[CH:29][CH:30]=2)[O:7]1)(=[O:3])[CH3:2], predict the reactants needed to synthesize it. The reactants are: [C:1]([O:4][CH2:5][C@@H:6]1[C@@H:13]2[C@@H:9]([O:10][C:11]([CH3:15])([CH3:14])[O:12]2)[C@H:8]([N:16]2[CH:24]=[N:23][C:22]3[C:17]2=[N:18][CH:19]=[N:20][C:21]=3Cl)[O:7]1)(=[O:3])[CH3:2].[Cl-].[F:27][C:28]1[CH:35]=[CH:34][C:31]([CH2:32][Zn+])=[CH:30][CH:29]=1.[NH4+].[Cl-].C(N(CC([O-])=O)CC(O)=O)CN(CC([O-])=O)CC(O)=O.[Na+].[Na+]. (7) Given the product [Cl:22][C:14]1[N:13]=[C:12]([C:4]2[CH:5]=[CH:6][C:7]([C:8]([F:11])([F:10])[F:9])=[C:2]([CH3:1])[CH:3]=2)[CH:17]=[C:16]([CH3:18])[N:15]=1, predict the reactants needed to synthesize it. The reactants are: [CH3:1][C:2]1[CH:3]=[C:4]([C:12]2[CH:17]=[C:16]([CH3:18])[NH:15][C:14](=O)[N:13]=2)[CH:5]=[CH:6][C:7]=1[C:8]([F:11])([F:10])[F:9].O=P(Cl)(Cl)[Cl:22]. (8) The reactants are: [CH:1]([N-]C(C)C)(C)[CH3:2].[Li+].[C:9]1([CH2:15][O:16][C:17]2[CH:22]=[CH:21][C:20]([CH2:23][CH2:24][C:25]([O:27][CH3:28])=[O:26])=[CH:19][CH:18]=2)[CH:14]=[CH:13][CH:12]=[CH:11][CH:10]=1.ICC. Given the product [C:9]1([CH2:15][O:16][C:17]2[CH:18]=[CH:19][C:20]([CH2:23][CH:24]([CH2:1][CH3:2])[C:25]([O:27][CH3:28])=[O:26])=[CH:21][CH:22]=2)[CH:14]=[CH:13][CH:12]=[CH:11][CH:10]=1, predict the reactants needed to synthesize it. (9) Given the product [O:13]1[C:17]2([CH2:22][CH2:21][N:20]([C:2]3[CH:12]=[CH:11][C:5]([C:6]([O:8][CH2:9][CH3:10])=[O:7])=[CH:4][CH:3]=3)[CH2:19][CH2:18]2)[O:16][CH2:15][CH2:14]1, predict the reactants needed to synthesize it. The reactants are: F[C:2]1[CH:12]=[CH:11][C:5]([C:6]([O:8][CH2:9][CH3:10])=[O:7])=[CH:4][CH:3]=1.[O:13]1[C:17]2([CH2:22][CH2:21][NH:20][CH2:19][CH2:18]2)[O:16][CH2:15][CH2:14]1.C([O-])([O-])=O.[K+].[K+].O.